Predict which catalyst facilitates the given reaction. From a dataset of Catalyst prediction with 721,799 reactions and 888 catalyst types from USPTO. (1) Reactant: FC(F)(F)C(O)=O.C(OC([N:15]1[CH2:20][CH2:19][O:18][CH2:17][CH:16]1[C:21]1[CH:25]=[C:24]([C:26]2[CH:31]=[CH:30][CH:29]=[C:28]([Cl:32])[CH:27]=2)[O:23][N:22]=1)=O)(C)(C)C. Product: [Cl:32][C:28]1[CH:27]=[C:26]([C:24]2[O:23][N:22]=[C:21]([CH:16]3[CH2:17][O:18][CH2:19][CH2:20][NH:15]3)[CH:25]=2)[CH:31]=[CH:30][CH:29]=1. The catalyst class is: 4. (2) Reactant: [NH2:1][C:2]1[CH:3]=[C:4]([CH:10]=[CH:11][CH:12]=1)[C:5]([O:7][CH2:8][CH3:9])=[O:6].[C:13]1(B(O)O)[CH:18]=[CH:17][CH:16]=[CH:15][CH:14]=1.N1C=CC=CC=1. Product: [C:13]1([NH:1][C:2]2[CH:3]=[C:4]([CH:10]=[CH:11][CH:12]=2)[C:5]([O:7][CH2:8][CH3:9])=[O:6])[CH:18]=[CH:17][CH:16]=[CH:15][CH:14]=1. The catalyst class is: 221.